From a dataset of Catalyst prediction with 721,799 reactions and 888 catalyst types from USPTO. Predict which catalyst facilitates the given reaction. (1) Reactant: [N:1]1([C:12]([O:14][C:15]([CH3:18])([CH3:17])[CH3:16])=[O:13])[CH2:6][CH2:5][CH:4]([C:7](OCC)=[O:8])[CH2:3][CH2:2]1.[H-].C([Al+]CC(C)C)C(C)C. Product: [OH:8][CH2:7][CH:4]1[CH2:5][CH2:6][N:1]([C:12]([O:14][C:15]([CH3:18])([CH3:17])[CH3:16])=[O:13])[CH2:2][CH2:3]1. The catalyst class is: 48. (2) Reactant: [Cl:1][C:2]1[CH:3]=[CH:4][C:5]([OH:22])=[C:6]([CH:21]=1)[CH2:7][N:8]1[C:16]2[CH:15]=[CH:14][CH:13]=[C:12]([C:17]([O:19][CH3:20])=[O:18])[C:11]=2[CH:10]=[CH:9]1.C([O-])([O-])=O.[K+].[K+].Br[CH2:30][C:31]1[CH:36]=[CH:35][C:34]([Cl:37])=[CH:33][C:32]=1[CH2:38][CH3:39]. Product: [Cl:1][C:2]1[CH:3]=[CH:4][C:5]([O:22][CH2:30][C:31]2[CH:36]=[CH:35][C:34]([Cl:37])=[CH:33][C:32]=2[CH2:38][CH3:39])=[C:6]([CH:21]=1)[CH2:7][N:8]1[C:16]2[CH:15]=[CH:14][CH:13]=[C:12]([C:17]([O:19][CH3:20])=[O:18])[C:11]=2[CH:10]=[CH:9]1. The catalyst class is: 3. (3) Reactant: [F:1][C:2]1[C:3]([NH:17][CH2:18][OH:19])=[N:4][C:5]([O:8][CH2:9][C:10]2[CH:15]=[CH:14][C:13]([F:16])=[CH:12][CH:11]=2)=[N:6][CH:7]=1.[CH3:20][C:21]([CH3:26])([CH3:25])[C:22](Cl)=[O:23]. Product: [F:1][C:2]1[C:3]([NH:17][CH2:18][O:19][C:22](=[O:23])[C:21]([CH3:26])([CH3:25])[CH3:20])=[N:4][C:5]([O:8][CH2:9][C:10]2[CH:11]=[CH:12][C:13]([F:16])=[CH:14][CH:15]=2)=[N:6][CH:7]=1. The catalyst class is: 17. (4) Reactant: C([O:3][CH:4](OCC)[C:5]1[CH:10]=[C:9]([NH:11][C:12]2[S:13][C:14]3[CH:20]=[C:19]([Br:21])[CH:18]=[CH:17][C:15]=3[N:16]=2)[N:8]=[C:7]([NH:22][C@H:23]2[CH2:28][CH2:27][C@H:26]([OH:29])[CH2:25][CH2:24]2)[N:6]=1)C.Cl. Product: [Br:21][C:19]1[CH:18]=[CH:17][C:15]2[N:16]=[C:12]([NH:11][C:9]3[N:8]=[C:7]([NH:22][C@H:23]4[CH2:24][CH2:25][C@H:26]([OH:29])[CH2:27][CH2:28]4)[N:6]=[C:5]([CH:4]=[O:3])[CH:10]=3)[S:13][C:14]=2[CH:20]=1. The catalyst class is: 7. (5) Reactant: [F:1][C:2]1[CH:16]=[C:15]([N+:17]([O-])=O)[CH:14]=[CH:13][C:3]=1[NH:4][CH2:5][CH2:6][N:7]1[CH2:12][CH2:11][CH2:10][CH2:9][CH2:8]1. Product: [F:1][C:2]1[CH:16]=[C:15]([NH2:17])[CH:14]=[CH:13][C:3]=1[NH:4][CH2:5][CH2:6][N:7]1[CH2:12][CH2:11][CH2:10][CH2:9][CH2:8]1. The catalyst class is: 123. (6) The catalyst class is: 219. Reactant: [CH2:1]([O:5][CH2:6][CH2:7][O:8][C:9]1[CH:14]=[CH:13][C:12]([C:15]2[CH:20]=[CH:19][C:18]([N:21]([CH2:25][CH:26]([CH3:28])[CH3:27])[CH2:22][CH2:23][CH3:24])=[C:17](/[CH:29]=[CH:30]/[C:31]([O:33]CC)=[O:32])[CH:16]=2)=[CH:11][CH:10]=1)[CH2:2][CH2:3][CH3:4].[OH-].[Na+].Cl. Product: [CH2:1]([O:5][CH2:6][CH2:7][O:8][C:9]1[CH:14]=[CH:13][C:12]([C:15]2[CH:20]=[CH:19][C:18]([N:21]([CH2:25][CH:26]([CH3:27])[CH3:28])[CH2:22][CH2:23][CH3:24])=[C:17](/[CH:29]=[CH:30]/[C:31]([OH:33])=[O:32])[CH:16]=2)=[CH:11][CH:10]=1)[CH2:2][CH2:3][CH3:4]. (7) Reactant: C(O[C:4]([C:6]1[C:7]2[S:14][CH:13]=[C:12]([CH2:15][O:16][C:17]3[CH:22]=[C:21]([C:23]4O[C:25]([CH3:28])=[N:26][N:27]=4)[CH:20]=[CH:19][C:18]=3[CH3:29])[C:8]=2[CH:9]=[N:10][CH:11]=1)=[O:5])C.[CH2:30]([CH2:32][NH2:33])[OH:31]. Product: [OH:31][CH2:30][CH2:32][NH:33][C:4]([C:6]1[C:7]2[S:14][CH:13]=[C:12]([CH2:15][O:16][C:17]3[CH:22]=[C:21]([C:23]4[N:33]([CH2:32][CH2:30][OH:31])[C:25]([CH3:28])=[N:26][N:27]=4)[CH:20]=[CH:19][C:18]=3[CH3:29])[C:8]=2[CH:9]=[N:10][CH:11]=1)=[O:5]. The catalyst class is: 16. (8) Reactant: Br[CH2:2][CH2:3][CH2:4][CH2:5][CH2:6][CH2:7][CH2:8][CH2:9][CH2:10][CH2:11][CH2:12][CH2:13][CH2:14][CH2:15][O:16][Si:17]([C:20]([CH3:23])([CH3:22])[CH3:21])([CH3:19])[CH3:18].[C-]#[C-].[Li+].[CH2:27](N(CC)CCN)[CH3:28].[Li+].[Cl-].[K+]. Product: [C:20]([Si:17]([O:16][CH2:15][CH2:14][CH2:13][CH2:12][CH2:11][CH2:10][CH2:9][CH2:8][CH2:7][CH2:6][CH2:5][CH2:4][CH2:3][CH2:2][C:27]#[CH:28])([CH3:19])[CH3:18])([CH3:23])([CH3:22])[CH3:21]. The catalyst class is: 16.